From a dataset of Full USPTO retrosynthesis dataset with 1.9M reactions from patents (1976-2016). Predict the reactants needed to synthesize the given product. (1) Given the product [CH3:13][O:14][C:15]1[CH:16]=[CH:17][C:18]([CH2:19][CH:20]2[CH2:21][CH2:22][N:23]([CH2:2][C:3]3[S:7][C:6]([NH:8][C:9](=[O:11])[CH3:10])=[N:5][CH:4]=3)[CH2:24][CH2:25]2)=[CH:26][CH:27]=1, predict the reactants needed to synthesize it. The reactants are: Cl[CH2:2][C:3]1[S:7][C:6]([NH:8][C:9](=[O:11])[CH3:10])=[N:5][CH:4]=1.Cl.[CH3:13][O:14][C:15]1[CH:27]=[CH:26][C:18]([CH2:19][CH:20]2[CH2:25][CH2:24][NH:23][CH2:22][CH2:21]2)=[CH:17][CH:16]=1.CCN(C(C)C)C(C)C. (2) Given the product [NH2:6][CH2:5][CH2:4][CH2:3][SH:13]=[S:12](=[O:14])([OH:16])[OH:15], predict the reactants needed to synthesize it. The reactants are: Cl.Cl[CH2:3][CH2:4][CH2:5][NH2:6].O.O.O.O.O.[S:12]([O-:16])([O-:15])(=[O:14])=[S:13].[Na+].[Na+].